Dataset: Catalyst prediction with 721,799 reactions and 888 catalyst types from USPTO. Task: Predict which catalyst facilitates the given reaction. Reactant: [Br:1][C:2]1[CH:3]=[CH:4][C:5]([O:9][CH3:10])=[C:6]([OH:8])[CH:7]=1.[O:11]1[CH2:15][CH2:14][C@H:13](O)[CH2:12]1.C1C=CC(P(C2C=CC=CC=2)C2C=CC=CC=2)=CC=1.CCOC(/N=N/C(OCC)=O)=O. Product: [Br:1][C:2]1[CH:3]=[CH:4][C:5]([O:9][CH3:10])=[C:6]([CH:7]=1)[O:8][C@@H:13]1[CH2:14][CH2:15][O:11][CH2:12]1. The catalyst class is: 1.